This data is from Reaction yield outcomes from USPTO patents with 853,638 reactions. The task is: Predict the reaction yield, written as a fraction of the theoretical maximum amount of product (1.0 means a 100% yield; for example, 0.34 means a 34% yield). (1) The catalyst is C1COCC1.CN(C=O)C. The yield is 0.880. The reactants are [C:1]([O:9][C@@H:10]1[C@@H:27]([O:28][Si:29]([C:32]([CH3:35])([CH3:34])[CH3:33])([CH3:31])[CH3:30])[C@H:26]([O:36][CH2:37][C:38]2[CH:43]=[CH:42][CH:41]=[CH:40][CH:39]=2)[C@@H:25]([CH2:44][OH:45])[O:24][C@H:11]1[S:12][C:13]1[CH:18]=[C:17]([C:19]([CH3:22])([CH3:21])[CH3:20])[CH:16]=[CH:15][C:14]=1[CH3:23])(=[O:8])[C:2]1[CH:7]=[CH:6][CH:5]=[CH:4][CH:3]=1.[CH:46]1[CH:51]=[CH:50][C:49]([CH2:52]Br)=[CH:48][CH:47]=1.[H-].[Na+]. The product is [C:1]([O:9][C@@H:10]1[C@@H:27]([O:28][Si:29]([C:32]([CH3:33])([CH3:34])[CH3:35])([CH3:30])[CH3:31])[C@H:26]([O:36][CH2:37][C:38]2[CH:43]=[CH:42][CH:41]=[CH:40][CH:39]=2)[C@@H:25]([CH2:44][O:45][CH2:52][C:49]2[CH:50]=[CH:51][CH:46]=[CH:47][CH:48]=2)[O:24][C@H:11]1[S:12][C:13]1[CH:18]=[C:17]([C:19]([CH3:20])([CH3:21])[CH3:22])[CH:16]=[CH:15][C:14]=1[CH3:23])(=[O:8])[C:2]1[CH:3]=[CH:4][CH:5]=[CH:6][CH:7]=1. (2) The reactants are CC(O)=O.[Cl:5][C:6]1[CH:22]=[CH:21][CH:20]=[C:19]([Cl:23])[C:7]=1[CH2:8][O:9][C:10]1[C:11]([N+:16]([O-])=O)=[N:12][CH:13]=[CH:14][CH:15]=1. The catalyst is [Fe].CCO. The product is [Cl:5][C:6]1[CH:22]=[CH:21][CH:20]=[C:19]([Cl:23])[C:7]=1[CH2:8][O:9][C:10]1[C:11]([NH2:16])=[N:12][CH:13]=[CH:14][CH:15]=1. The yield is 0.990. (3) The reactants are [Cl:1][C:2]1[C:10]2[N:9]=[C:8]3[N:11]([C:15]4[C:16]([CH3:23])=[N:17][C:18]([O:21][CH3:22])=[CH:19][CH:20]=4)[CH2:12][CH2:13][CH2:14][N:7]3[C:6]=2[C:5]([CH2:24][C:25]#[N:26])=[CH:4][CH:3]=1.[CH2:27](I)[CH3:28].CC(C)([O-])C.[K+]. The catalyst is O1CCCC1. The product is [Cl:1][C:2]1[C:10]2[N:9]=[C:8]3[N:11]([C:15]4[C:16]([CH3:23])=[N:17][C:18]([O:21][CH3:22])=[CH:19][CH:20]=4)[CH2:12][CH2:13][CH2:14][N:7]3[C:6]=2[C:5]([CH:24]([CH2:27][CH3:28])[C:25]#[N:26])=[CH:4][CH:3]=1. The yield is 0.820. (4) The reactants are [CH3:1][O:2][C:3](=[O:15])[C:4]1[CH:13]=[C:12]([F:14])[CH:11]=[C:6]([C:7]([O:9]C)=[O:8])[CH:5]=1.[OH-].[Na+]. The catalyst is CO. The product is [CH3:1][O:2][C:3](=[O:15])[C:4]1[CH:13]=[C:12]([F:14])[CH:11]=[C:6]([C:7]([OH:9])=[O:8])[CH:5]=1. The yield is 0.830. (5) The reactants are [OH:1][N:2]=[C:3](Cl)[C:4]1[CH:9]=[CH:8][CH:7]=[C:6]([O:10][C:11]([F:14])([F:13])[F:12])[CH:5]=1.[CH3:16][O:17][C:18](=[O:23])[CH2:19][C:20]([CH3:22])=O.C[O-].[Na+]. The catalyst is CO. The product is [CH3:16][O:17][C:18]([C:19]1[C:3]([C:4]2[CH:9]=[CH:8][CH:7]=[C:6]([O:10][C:11]([F:14])([F:13])[F:12])[CH:5]=2)=[N:2][O:1][C:20]=1[CH3:22])=[O:23]. The yield is 0.680. (6) The reactants are [Cl:1][C:2]1[CH:3]=[C:4]([CH:14]([CH2:18][CH:19]2[CH2:23][CH2:22][CH2:21][CH2:20]2)[C:15](O)=[O:16])[CH:5]=[CH:6][C:7]=1[N:8]1[C:12]([CH3:13])=[N:11][N:10]=[N:9]1.C(Cl)(=O)C(Cl)=O.[CH3:30][NH:31][C:32]([NH2:34])=[O:33].N1C=CC=CC=1.Cl. The catalyst is FC1C=CC=CC=1.CN(C)C=O.C(OCC)(=O)C. The product is [Cl:1][C:2]1[CH:3]=[C:4]([CH:14]([CH2:18][CH:19]2[CH2:23][CH2:22][CH2:21][CH2:20]2)[C:15]([NH:34][C:32]([NH:31][CH3:30])=[O:33])=[O:16])[CH:5]=[CH:6][C:7]=1[N:8]1[C:12]([CH3:13])=[N:11][N:10]=[N:9]1. The yield is 0.310.